This data is from Catalyst prediction with 721,799 reactions and 888 catalyst types from USPTO. The task is: Predict which catalyst facilitates the given reaction. (1) The catalyst class is: 90. Product: [C:44]([C:38]1[CH:39]=[CH:40][C:41]([B:16]([OH:21])[OH:17])=[C:42]([F:43])[C:37]=1[O:36][Si:33]([C:29]([CH3:32])([CH3:31])[CH3:30])([CH3:35])[CH3:34])([CH3:47])([CH3:46])[CH3:45]. Reactant: CC1(C)CCCC(C)(C)N1.[Li]CCCC.[B:16](OC(C)C)([O:21]C(C)C)[O:17]C(C)C.[C:29]([Si:33]([O:36][C:37]1[C:42]([F:43])=[CH:41][CH:40]=[CH:39][C:38]=1[C:44]([CH3:47])([CH3:46])[CH3:45])([CH3:35])[CH3:34])([CH3:32])([CH3:31])[CH3:30].CC(O)=O. (2) Reactant: [CH3:1][O:2][C:3]([C:5]1[C:10]([Cl:11])=[C:9](S(C)(=O)=O)[N:8]=[C:7]([C:16]2[CH:21]=[CH:20][C:19]([Cl:22])=[C:18]([O:23][CH2:24][CH3:25])[C:17]=2[F:26])[N:6]=1)=[O:4].[NH3:27].CO. Product: [CH3:1][O:2][C:3]([C:5]1[C:10]([Cl:11])=[C:9]([NH2:27])[N:8]=[C:7]([C:16]2[CH:21]=[CH:20][C:19]([Cl:22])=[C:18]([O:23][CH2:24][CH3:25])[C:17]=2[F:26])[N:6]=1)=[O:4]. The catalyst class is: 12. (3) Reactant: N1C=CC=CC=1.[NH2:7][C:8]1[CH:13]=[C:12]([CH2:14][C:15]2[C:20]([Cl:21])=[CH:19][CH:18]=[CH:17][C:16]=2[Cl:22])[N:11]=[C:10]([NH:23][C:24]2[CH:31]=[CH:30][C:27]([C:28]#[N:29])=[CH:26][CH:25]=2)[N:9]=1.[C:32](Cl)(=[O:40])[CH2:33][CH2:34][CH2:35][CH2:36][CH2:37][CH2:38][CH3:39]. Product: [Cl:22][C:16]1[CH:17]=[CH:18][CH:19]=[C:20]([Cl:21])[C:15]=1[CH2:14][C:12]1[N:11]=[C:10]([NH:23][C:24]2[CH:25]=[CH:26][C:27]([C:28]#[N:29])=[CH:30][CH:31]=2)[N:9]=[C:8]([NH:7][C:32](=[O:40])[CH2:33][CH2:34][CH2:35][CH2:36][CH2:37][CH2:38][CH3:39])[CH:13]=1. The catalyst class is: 2. (4) Reactant: C(O)(C(F)(F)F)=[O:2].CC1(C)[O:14][CH2:13][C:12]([CH2:17][N:18]2[CH:26]=[N:25][C:24]3[C:19]2=[N:20][C:21]([NH2:28])=[N:22][C:23]=3Cl)([CH2:15][OH:16])[CH2:11][O:10]1.O. Product: [OH:10][CH2:11][C:12]([CH2:15][OH:16])([CH2:13][OH:14])[CH2:17][N:18]1[CH:26]=[N:25][C:24]2[C:23](=[O:2])[NH:22][C:21]([NH2:28])=[N:20][C:19]1=2. The catalyst class is: 5. (5) Reactant: Br[C:2]1[C:3](N2CCC[C@@H](NC(OC(C)(C)C)=O)C2)=[C:4]2[C:10]([N+:11]([O-])=O)=[CH:9][NH:8][C:5]2=[N:6][CH:7]=1.[O:28]1[CH2:32][CH2:31][CH2:30][CH2:29]1.S(=O)(=O)(O)O.N1CCNCC1. Product: [CH:31]1([C:32]([NH:11][C:10]2[C:4]3[C:5](=[N:6][CH:7]=[CH:2][CH:3]=3)[NH:8][CH:9]=2)=[O:28])[CH2:29][CH2:30]1. The catalyst class is: 170. (6) Reactant: C([O:3][C:4](=[O:35])[C:5]([CH3:34])([C:28]1[CH:33]=[CH:32][CH:31]=[CH:30][CH:29]=1)[CH2:6][CH2:7][CH2:8][CH2:9][S:10][CH2:11][CH2:12][CH2:13][CH2:14][C:15]([C:23]([O:25]CC)=[O:24])([C:17]1[CH:22]=[CH:21][CH:20]=[CH:19][CH:18]=1)[CH3:16])C.[OH-].[Na+]. Product: [C:4]([C:5]([C:28]1[CH:33]=[CH:32][CH:31]=[CH:30][CH:29]=1)([CH3:34])[CH2:6][CH2:7][CH2:8][CH2:9][S:10][CH2:11][CH2:12][CH2:13][CH2:14][C:15]([CH3:16])([C:17]1[CH:18]=[CH:19][CH:20]=[CH:21][CH:22]=1)[C:23]([OH:25])=[O:24])([OH:35])=[O:3]. The catalyst class is: 40. (7) Reactant: [CH3:1][C:2]1[CH:11]=[C:10]([NH:12][CH2:13][CH2:14][NH2:15])[C:9]2[C:4](=[CH:5][CH:6]=[CH:7][CH:8]=2)[N:3]=1.C(N(CC)CC)C.[CH3:23][CH:24]([CH3:31])/[CH:25]=[CH:26]/[S:27](Cl)(=[O:29])=[O:28]. Product: [CH3:23][CH:24]([CH3:31])/[CH:25]=[CH:26]/[S:27]([NH:15][CH2:14][CH2:13][NH:12][C:10]1[C:9]2[C:4](=[CH:5][CH:6]=[CH:7][CH:8]=2)[N:3]=[C:2]([CH3:1])[CH:11]=1)(=[O:29])=[O:28]. The catalyst class is: 245. (8) Reactant: Cl[C:2](OC1C=CC([N+]([O-])=O)=CC=1)=[O:3].[NH2:14][C:15]1[CH:20]=[CH:19][C:18]([Cl:21])=[CH:17][N:16]=1.N1C=CC=CC=1.[Cl-].[OH:29][C@H:30]1[CH2:34][NH2+:33][C@@H:32]([C:35](=[O:50])[NH:36][C:37]2[CH:42]=[CH:41][C:40]([N:43]3[CH:48]=[CH:47][CH:46]=[CH:45][C:44]3=[O:49])=[CH:39][CH:38]=2)[CH2:31]1.C(N(C(C)C)C(C)C)C. Product: [Cl:21][C:18]1[CH:19]=[CH:20][C:15]([NH:14][C:2]([N:33]2[CH2:34][C@H:30]([OH:29])[CH2:31][C@@H:32]2[C:35]([NH:36][C:37]2[CH:38]=[CH:39][C:40]([N:43]3[CH:48]=[CH:47][CH:46]=[CH:45][C:44]3=[O:49])=[CH:41][CH:42]=2)=[O:50])=[O:3])=[N:16][CH:17]=1. The catalyst class is: 4. (9) Reactant: [CH2:1]([O:3][C:4]([C:6]1[CH:7]=[C:8]([CH:12]=[C:13]([C:15]2([C:20]#[N:21])[CH2:19][CH2:18][CH2:17][CH2:16]2)[CH:14]=1)[C:9](O)=[O:10])=[O:5])[CH3:2].B.O1CCCC1. Product: [NH2:21][CH2:20][C:15]1([C:13]2[CH:14]=[C:6]([CH:7]=[C:8]([CH2:9][OH:10])[CH:12]=2)[C:4]([O:3][CH2:1][CH3:2])=[O:5])[CH2:19][CH2:18][CH2:17][CH2:16]1.[C:20]([C:15]1([C:13]2[CH:14]=[C:6]([CH:7]=[C:8]([CH2:9][OH:10])[CH:12]=2)[C:4]([O:3][CH2:1][CH3:2])=[O:5])[CH2:19][CH2:18][CH2:17][CH2:16]1)#[N:21]. The catalyst class is: 1. (10) Reactant: [Br:1][C:2]1[CH:14]=[CH:13][C:12]2[C:11]3[C:6](=[CH:7][CH:8]=[CH:9][CH:10]=3)[C:5]([C:16]3[CH:21]=[CH:20][CH:19]=[CH:18][C:17]=3[C:22]3[CH:27]=[CH:26][CH:25]=[CH:24][CH:23]=3)(O)[C:4]=2[CH:3]=1.Cl. Product: [Br:1][C:2]1[CH:14]=[CH:13][C:12]2[C:11]3[C:6](=[CH:7][CH:8]=[CH:9][CH:10]=3)[C:5]3([C:23]4[CH:24]=[CH:25][CH:26]=[CH:27][C:22]=4[C:17]4[C:16]3=[CH:21][CH:20]=[CH:19][CH:18]=4)[C:4]=2[CH:3]=1. The catalyst class is: 15.